Dataset: Forward reaction prediction with 1.9M reactions from USPTO patents (1976-2016). Task: Predict the product of the given reaction. (1) Given the reactants [CH3:1][N:2]1[CH:17]([CH3:18])[C:5]2[CH2:6][N:7](C(OC(C)(C)C)=O)[CH2:8][CH2:9][C:4]=2[NH:3]1.[ClH:19], predict the reaction product. The product is: [ClH:19].[CH3:1][N:2]1[C:17]([CH3:18])=[C:5]2[CH2:6][NH:7][CH2:8][CH2:9][C:4]2=[N:3]1. (2) The product is: [Cl:1][C:2]1[CH:3]=[C:4]([C:8]2[CH:15]=[C:12]([CH2:13][OH:14])[CH:11]=[N:10][C:9]=2[O:16][CH3:17])[CH:5]=[CH:6][CH:7]=1. Given the reactants [Cl:1][C:2]1[CH:3]=[C:4]([C:8]2[C:9]([O:16][CH3:17])=[N:10][CH:11]=[C:12]([CH:15]=2)[CH:13]=[O:14])[CH:5]=[CH:6][CH:7]=1.[BH4-].[Na+].Cl.O, predict the reaction product. (3) Given the reactants C(Cl)(=O)C(Cl)=O.[Cl:7][C:8]1[S:12][C:11]([C:13](O)=[O:14])=[CH:10][C:9]=1[N+:16]([O-:18])=[O:17].[N-:19]=[N+:20]=[N-:21].[Na+], predict the reaction product. The product is: [Cl:7][C:8]1[S:12][C:11]([C:13]([N:19]=[N+:20]=[N-:21])=[O:14])=[CH:10][C:9]=1[N+:16]([O-:18])=[O:17].